From a dataset of HIV replication inhibition screening data with 41,000+ compounds from the AIDS Antiviral Screen. Binary Classification. Given a drug SMILES string, predict its activity (active/inactive) in a high-throughput screening assay against a specified biological target. (1) The drug is COc1ccc2c(c1)C(N)=C(c1ccccc1)C2=O. The result is 0 (inactive). (2) The compound is [O-][n+]1c(O)c(S)[n+]([O-])c2ccccc21. The result is 0 (inactive). (3) The molecule is Cc1cc(Br)cc(C)c1NC(=O)C(=O)Nn1c(=S)[nH]c2ccccc2c1=O. The result is 0 (inactive). (4) The compound is Cc1ccc(Nc2nc(N)nc(O)c2N=O)cc1. The result is 0 (inactive). (5) The drug is Cc1cc2cc3cc(C)c(N)cc3nc2cc1N. The result is 0 (inactive). (6) The molecule is CC(=O)C=C(C=NO)c1ccccc1. The result is 0 (inactive).